From a dataset of Forward reaction prediction with 1.9M reactions from USPTO patents (1976-2016). Predict the product of the given reaction. (1) Given the reactants Br[CH:2]([CH3:10])[C:3](=O)[C:4]([O:6][CH2:7][CH3:8])=[O:5].[NH2:11][C:12]1[CH:17]=[CH:16][CH:15]=[CH:14][N:13]=1, predict the reaction product. The product is: [CH3:10][C:2]1[N:13]2[CH:14]=[CH:15][CH:16]=[CH:17][C:12]2=[N:11][C:3]=1[C:4]([O:6][CH2:7][CH3:8])=[O:5]. (2) Given the reactants [CH2:1]([O:3][C:4]([N:6]1[CH2:12][CH2:11][CH2:10][N:9]([C:13]2[NH:17][C:16]3[CH:18]=[CH:19][CH:20]=[CH:21][C:15]=3[N:14]=2)[CH2:8][CH2:7]1)=[O:5])[CH3:2].[H-].[Na+].Cl[CH2:25][C:26]1[O:30][C:29]([C:31]([O:33][CH2:34][CH3:35])=[O:32])=[CH:28][CH:27]=1.C(OCC)(=O)C, predict the reaction product. The product is: [CH2:1]([O:3][C:4]([N:6]1[CH2:12][CH2:11][CH2:10][N:9]([C:13]2[N:14]([CH2:25][C:26]3[O:30][C:29]([C:31]([O:33][CH2:34][CH3:35])=[O:32])=[CH:28][CH:27]=3)[C:15]3[CH:21]=[CH:20][CH:19]=[CH:18][C:16]=3[N:17]=2)[CH2:8][CH2:7]1)=[O:5])[CH3:2]. (3) The product is: [S:11]1[C:15]2[CH:16]=[CH:17][CH:18]=[CH:19][C:14]=2[N:13]=[C:12]1[O:20][CH2:21][CH:22]1[CH2:27][CH2:26][CH2:25][N:24]([C:28]2[CH:35]=[CH:34][CH:33]=[CH:32][C:29]=2[C:30]([OH:6])=[O:31])[CH2:23]1. Given the reactants Cl([O-])=O.[Na+].P([O-])(O)(O)=[O:6].[Na+].[S:11]1[C:15]2[CH:16]=[CH:17][CH:18]=[CH:19][C:14]=2[N:13]=[C:12]1[O:20][CH2:21][CH:22]1[CH2:27][CH2:26][CH2:25][N:24]([C:28]2[CH:35]=[CH:34][CH:33]=[CH:32][C:29]=2[CH:30]=[O:31])[CH2:23]1.CC(=CC)C.Cl, predict the reaction product. (4) Given the reactants [F:1][C:2]([F:15])([F:14])[S:3]([O:6]S(C(F)(F)F)(=O)=O)(=[O:5])=[O:4].[C:16]([C:18]1[C:27](O)=[C:26]2[C:21]([CH:22]=[CH:23][C:24]([C:29]([O:31][CH3:32])=[O:30])=[CH:25]2)=[CH:20][CH:19]=1)#[N:17].C(N(CC)CC)C.ClCCl, predict the reaction product. The product is: [C:16]([C:18]1[C:27]([O:6][S:3]([C:2]([F:15])([F:14])[F:1])(=[O:5])=[O:4])=[C:26]2[C:21]([CH:22]=[CH:23][C:24]([C:29]([O:31][CH3:32])=[O:30])=[CH:25]2)=[CH:20][CH:19]=1)#[N:17]. (5) Given the reactants FC(F)(F)C(O)=O.FC(F)(F)C(O)=O.[CH2:15]([C:17]1[C:25]2[C:20](=[CH:21][CH:22]=[CH:23][CH:24]=2)[N:19]([C:26]2[N:30]=[C:29]([CH:31]3[CH2:36][CH2:35][N:34]([CH2:37][CH2:38][CH:39]4[CH2:44][CH2:43][NH:42][CH2:41][CH2:40]4)[CH2:33][CH2:32]3)[O:28][N:27]=2)[N:18]=1)[CH3:16].C(N(CC)CC)C.[Cl:52][C:53]([O:55][CH3:56])=[O:54].O, predict the reaction product. The product is: [ClH:52].[CH2:15]([C:17]1[C:25]2[C:20](=[CH:21][CH:22]=[CH:23][CH:24]=2)[N:19]([C:26]2[N:30]=[C:29]([CH:31]3[CH2:32][CH2:33][N:34]([CH2:37][CH2:38][CH:39]4[CH2:40][CH2:41][N:42]([C:53]([O:55][CH3:56])=[O:54])[CH2:43][CH2:44]4)[CH2:35][CH2:36]3)[O:28][N:27]=2)[N:18]=1)[CH3:16]. (6) Given the reactants [CH2:1]([N:8]1[C:17]2[C:12](=[CH:13][C:14]([NH:18][C:19]3[CH:31]=[CH:30][C:29]([Cl:32])=[CH:28][C:20]=3[C:21]([O:23]C(C)(C)C)=[O:22])=[CH:15][CH:16]=2)[N:11]=[CH:10][C:9]1=[O:33])[C:2]1[CH:7]=[CH:6][CH:5]=[CH:4][CH:3]=1.FC(F)(F)C(O)=O, predict the reaction product. The product is: [CH2:1]([N:8]1[C:17]2[C:12](=[CH:13][C:14]([NH:18][C:19]3[CH:31]=[CH:30][C:29]([Cl:32])=[CH:28][C:20]=3[C:21]([OH:23])=[O:22])=[CH:15][CH:16]=2)[N:11]=[CH:10][C:9]1=[O:33])[C:2]1[CH:7]=[CH:6][CH:5]=[CH:4][CH:3]=1. (7) Given the reactants [F:1][C:2]1[CH:3]=[C:4]2[C:8](=[CH:9][CH:10]=1)[N:7]([CH2:11][C:12]1[CH:17]=[CH:16][CH:15]=[C:14]([F:18])[CH:13]=1)[C:6]([C:19](O)=[O:20])=[CH:5]2.[CH3:22][O:23][C:24]1[C:29]([NH2:30])=[CH:28][N:27]=[C:26]([N:31]2[CH2:35][CH2:34][CH2:33][CH2:32]2)[CH:25]=1, predict the reaction product. The product is: [CH3:22][O:23][C:24]1[CH:25]=[C:26]([N:31]2[CH2:32][CH2:33][CH2:34][CH2:35]2)[N:27]=[CH:28][C:29]=1[NH:30][C:19]([C:6]1[N:7]([CH2:11][C:12]2[CH:17]=[CH:16][CH:15]=[C:14]([F:18])[CH:13]=2)[C:8]2[C:4]([CH:5]=1)=[CH:3][C:2]([F:1])=[CH:10][CH:9]=2)=[O:20].